Dataset: Forward reaction prediction with 1.9M reactions from USPTO patents (1976-2016). Task: Predict the product of the given reaction. (1) The product is: [CH2:11]([O:10][C:8]([CH2:7][C@@H:6]1[CH2:5][C@@:4]([C:1](=[O:3])[CH3:2])([C:13]([O:15][CH2:16][CH3:17])=[O:14])[C@@H:26]([C:23]2[CH:22]=[CH:21][C:20]([O:19][CH3:18])=[CH:25][CH:24]=2)[C@@H:27]1[N+:28]([O-:30])=[O:29])=[O:9])[CH3:12]. Given the reactants [C:1]([CH:4]([C:13]([O:15][CH2:16][CH3:17])=[O:14])[CH2:5][CH:6]=[CH:7][C:8]([O:10][CH2:11][CH3:12])=[O:9])(=[O:3])[CH3:2].[CH3:18][O:19][C:20]1[CH:25]=[CH:24][C:23](/[CH:26]=[CH:27]/[N+:28]([O-:30])=[O:29])=[CH:22][CH:21]=1, predict the reaction product. (2) Given the reactants [NH2:1][CH2:2][CH2:3][C:4]1[CH:19]=[CH:18][C:7]([O:8][C:9]2[CH:17]=[CH:16][C:12]([C:13]([NH2:15])=[O:14])=[CH:11][N:10]=2)=[CH:6][CH:5]=1.[C:20](Cl)(=[O:27])[C:21]1[CH:26]=[CH:25][CH:24]=[CH:23][CH:22]=1.CCN(CC)CC, predict the reaction product. The product is: [C:20]([NH:1][CH2:2][CH2:3][C:4]1[CH:19]=[CH:18][C:7]([O:8][C:9]2[CH:17]=[CH:16][C:12]([C:13]([NH2:15])=[O:14])=[CH:11][N:10]=2)=[CH:6][CH:5]=1)(=[O:27])[C:21]1[CH:26]=[CH:25][CH:24]=[CH:23][CH:22]=1. (3) Given the reactants [N:1]([C:4]1[CH:11]=[CH:10][C:7]([C:8]#[N:9])=[C:6]([C:12]([F:15])([F:14])[F:13])[CH:5]=1)=[C:2]=[S:3].[C:16]([C:18]1([NH:23][C:24]2[CH:31]=[CH:30][C:27]([C:28]#[N:29])=[C:26]([F:32])[CH:25]=2)[CH2:22][CH2:21][CH2:20][CH2:19]1)#N.C[OH:34].Cl, predict the reaction product. The product is: [C:28]([C:27]1[CH:30]=[CH:31][C:24]([N:23]2[C:18]3([CH2:22][CH2:21][CH2:20][CH2:19]3)[C:16](=[O:34])[N:1]([C:4]3[CH:11]=[CH:10][C:7]([C:8]#[N:9])=[C:6]([C:12]([F:13])([F:15])[F:14])[CH:5]=3)[C:2]2=[S:3])=[CH:25][C:26]=1[F:32])#[N:29]. (4) Given the reactants [NH:1]1[CH2:6][CH2:5][CH:4]([CH2:7][C:8]2[N:12]=[C:11]([C:13]3[O:21][C:20]4[CH:19]=[CH:18][N:17]=[CH:16][C:15]=4[CH:14]=3)[O:10][N:9]=2)[CH2:3][CH2:2]1.N1C=CC=CC=1.[CH2:28]([O:31][C:32](Cl)=[O:33])[CH2:29][CH3:30], predict the reaction product. The product is: [CH2:28]([O:31][C:32]([N:1]1[CH2:6][CH2:5][CH:4]([CH2:7][C:8]2[N:12]=[C:11]([C:13]3[O:21][C:20]4[CH:19]=[CH:18][N:17]=[CH:16][C:15]=4[CH:14]=3)[O:10][N:9]=2)[CH2:3][CH2:2]1)=[O:33])[CH2:29][CH3:30]. (5) The product is: [OH:8][C:9]1[C:14]2[NH:15][C:16](=[O:19])[CH2:17][O:18][C:13]=2[C:12]([CH:20]([OH:24])[CH2:21][NH:35][CH2:34][C:31]2([C:25]3[CH:30]=[CH:29][CH:28]=[CH:27][CH:26]=3)[CH2:33][CH2:32]2)=[CH:11][CH:10]=1. Given the reactants C([O:8][C:9]1[C:14]2[NH:15][C:16](=[O:19])[CH2:17][O:18][C:13]=2[C:12]([C:20](=[O:24])[CH:21](O)O)=[CH:11][CH:10]=1)C1C=CC=CC=1.[C:25]1([C:31]2([CH2:34][NH2:35])[CH2:33][CH2:32]2)[CH:30]=[CH:29][CH:28]=[CH:27][CH:26]=1, predict the reaction product. (6) Given the reactants CC(C)([O-])C.[K+].C(OP([CH2:15][S:16]([CH3:19])(=[O:18])=[O:17])(=O)OCC)C.[C:20]([O:24][C:25](=[O:35])[NH:26][C@H:27]1[CH2:32][CH2:31][C@H:30]([CH:33]=O)[CH2:29][CH2:28]1)([CH3:23])([CH3:22])[CH3:21], predict the reaction product. The product is: [CH3:19][S:16]([CH:15]=[CH:33][C@H:30]1[CH2:29][CH2:28][C@H:27]([NH:26][C:25](=[O:35])[O:24][C:20]([CH3:23])([CH3:22])[CH3:21])[CH2:32][CH2:31]1)(=[O:17])=[O:18]. (7) Given the reactants Cl[C:2]1[CH:7]=[CH:6][C:5]([C:8]2[O:9][C:10]([C:13]3[C:14]([C:19]4[CH:24]=[CH:23][CH:22]=[CH:21][CH:20]=4)=[N:15][O:16][C:17]=3[CH3:18])=[N:11][N:12]=2)=[CH:4][N:3]=1.[NH2:25][CH:26]1[CH2:31][CH2:30][O:29][CH2:28][CH2:27]1, predict the reaction product. The product is: [CH3:18][C:17]1[O:16][N:15]=[C:14]([C:19]2[CH:24]=[CH:23][CH:22]=[CH:21][CH:20]=2)[C:13]=1[C:10]1[O:9][C:8]([C:5]2[CH:6]=[CH:7][C:2]([NH:25][CH:26]3[CH2:31][CH2:30][O:29][CH2:28][CH2:27]3)=[N:3][CH:4]=2)=[N:12][N:11]=1.